This data is from Forward reaction prediction with 1.9M reactions from USPTO patents (1976-2016). The task is: Predict the product of the given reaction. (1) Given the reactants C(OC([N:8]1[CH2:14][CH2:13][CH2:12][C:11]2[CH:15]=[C:16](/[CH:19]=[CH:20]/[C:21]([O:23][CH3:24])=[O:22])[CH:17]=[CH:18][C:10]=2[CH2:9]1)=O)(C)(C)C.COC(=O)/C=C/C1C=CC2CCNCCC=2C=1, predict the reaction product. The product is: [CH3:24][O:23][C:21](=[O:22])/[CH:20]=[CH:19]/[C:16]1[CH:17]=[CH:18][C:10]2[CH2:9][NH:8][CH2:14][CH2:13][CH2:12][C:11]=2[CH:15]=1. (2) Given the reactants [NH2:1][C@H:2]([C:5]1[CH:10]=[CH:9][CH:8]=[CH:7][CH:6]=1)[CH2:3][OH:4].[Cl:11][C:12]1[CH:17]=[N:16][CH:15]=[C:14](Cl)[N:13]=1, predict the reaction product. The product is: [Cl:11][C:12]1[N:13]=[C:14]([NH:1][C@H:2]([C:5]2[CH:10]=[CH:9][CH:8]=[CH:7][CH:6]=2)[CH2:3][OH:4])[CH:15]=[N:16][CH:17]=1. (3) Given the reactants Cl.NO.[OH-].[Na+].O1CCOCC1.C[N:13]([CH:15]=[N:16][C:17](=[O:25])[C:18]1[CH:23]=[CH:22][C:21]([CH3:24])=[CH:20][CH:19]=1)C, predict the reaction product. The product is: [CH3:24][C:21]1[CH:22]=[CH:23][C:18]([C:17]2[O:25][N:13]=[CH:15][N:16]=2)=[CH:19][CH:20]=1. (4) Given the reactants C([Li])CCC.[C:6]([O:9][C:10]([CH3:13])([CH3:12])[CH3:11])(=[O:8])[CH3:7].[CH:14]12[CH2:26][CH2:25][CH:21]([C:22](=[O:24])[CH2:23]1)[C:20]1[C:15]2=[CH:16][CH:17]=[CH:18][CH:19]=1, predict the reaction product. The product is: [C:10]([O:9][C:6](=[O:8])[CH2:7][C:22]1([OH:24])[CH2:23][CH:14]2[CH2:26][CH2:25][CH:21]1[C:20]1[C:15]2=[CH:16][CH:17]=[CH:18][CH:19]=1)([CH3:13])([CH3:12])[CH3:11]. (5) Given the reactants [CH:1]1([CH2:7][CH2:8][CH2:9][C@@H:10]([C:19]2[O:23][N:22]=[C:21]([CH2:24]OS(C3C=CC(C)=CC=3)(=O)=O)[N:20]=2)[CH2:11][C:12]([O:14][C:15]([CH3:18])([CH3:17])[CH3:16])=[O:13])[CH2:6][CH2:5][CH2:4][CH2:3][CH2:2]1.[CH3:36][O:37][CH2:38][CH2:39][NH2:40], predict the reaction product. The product is: [CH:1]1([CH2:7][CH2:8][CH2:9][C@@H:10]([C:19]2[O:23][N:22]=[C:21]([CH2:24][NH:40][CH2:39][CH2:38][O:37][CH3:36])[N:20]=2)[CH2:11][C:12]([O:14][C:15]([CH3:18])([CH3:16])[CH3:17])=[O:13])[CH2:6][CH2:5][CH2:4][CH2:3][CH2:2]1.